This data is from Peptide-MHC class II binding affinity with 134,281 pairs from IEDB. The task is: Regression. Given a peptide amino acid sequence and an MHC pseudo amino acid sequence, predict their binding affinity value. This is MHC class II binding data. The MHC is HLA-DPA10103-DPB10201 with pseudo-sequence HLA-DPA10103-DPB10201. The binding affinity (normalized) is 0.296. The peptide sequence is VATLSEALRIIAGTL.